Dataset: Forward reaction prediction with 1.9M reactions from USPTO patents (1976-2016). Task: Predict the product of the given reaction. The product is: [CH3:1][O:2][C:3]([C:5]1[CH:6]=[C:7]2[C:12](=[CH:13][CH:14]=1)[N:11]=[CH:10][C:9]([O:15][C:16]1[C:17]([Cl:24])=[CH:18][C:19]([NH:23][S:33]([C:27]3[CH:28]=[CH:29][C:30]([Cl:32])=[CH:31][C:26]=3[Cl:25])(=[O:35])=[O:34])=[CH:20][C:21]=1[Cl:22])=[CH:8]2)=[O:4]. Given the reactants [CH3:1][O:2][C:3]([C:5]1[CH:6]=[C:7]2[C:12](=[CH:13][CH:14]=1)[N:11]=[CH:10][C:9]([O:15][C:16]1[C:21]([Cl:22])=[CH:20][C:19]([NH2:23])=[CH:18][C:17]=1[Cl:24])=[CH:8]2)=[O:4].[Cl:25][C:26]1[CH:31]=[C:30]([Cl:32])[CH:29]=[CH:28][C:27]=1[S:33](Cl)(=[O:35])=[O:34].N1C=CC=CC=1.C([O-])(O)=O.[Na+], predict the reaction product.